Dataset: Full USPTO retrosynthesis dataset with 1.9M reactions from patents (1976-2016). Task: Predict the reactants needed to synthesize the given product. (1) Given the product [CH2:4]([O:6][C:7]([C@@H:9]1[CH2:11][C@H:10]1[CH2:12][NH:23][C:24]([O:26][C:27]([CH3:28])([CH3:30])[CH3:29])=[O:25])=[O:8])[CH3:5], predict the reactants needed to synthesize it. The reactants are: [BH4-].[Na+].O.[CH2:4]([O:6][C:7]([C@@H:9]1[CH2:11][C@H:10]1[CH:12]([NH:23][C:24]([O:26][C:27]([CH3:30])([CH3:29])[CH3:28])=[O:25])S(C1C=CC(C)=CC=1)(=O)=O)=[O:8])[CH3:5]. (2) The reactants are: [NH2:1][C:2]1[CH:9]=[CH:8][C:7]([Cl:10])=[CH:6][C:3]=1[C:4]#N.[CH:11]1([Mg]Br)[CH2:13][CH2:12]1.Cl.C(=O)([O-])[OH:18].[Na+]. Given the product [NH2:1][C:2]1[CH:9]=[CH:8][C:7]([Cl:10])=[CH:6][C:3]=1[C:4]([CH:11]1[CH2:13][CH2:12]1)=[O:18], predict the reactants needed to synthesize it. (3) Given the product [CH2:12]([O:14][C:15]([C:17]1([CH2:22][O:23][C:24]2[CH:29]=[CH:28][C:27]([C:30]3[CH:31]=[CH:32][C:33]([F:36])=[CH:34][CH:35]=3)=[CH:26][CH:25]=2)[CH2:21][CH2:20][N:19]([C:10](=[O:11])[NH:9][C:6]2[CH:5]=[CH:4][C:3]([O:2][CH3:1])=[CH:8][CH:7]=2)[CH2:18]1)=[O:16])[CH3:13], predict the reactants needed to synthesize it. The reactants are: [CH3:1][O:2][C:3]1[CH:8]=[CH:7][C:6]([N:9]=[C:10]=[O:11])=[CH:5][CH:4]=1.[CH2:12]([O:14][C:15]([C:17]1([CH2:22][O:23][C:24]2[CH:29]=[CH:28][C:27]([C:30]3[CH:35]=[CH:34][C:33]([F:36])=[CH:32][CH:31]=3)=[CH:26][CH:25]=2)[CH2:21][CH2:20][NH:19][CH2:18]1)=[O:16])[CH3:13].